This data is from Forward reaction prediction with 1.9M reactions from USPTO patents (1976-2016). The task is: Predict the product of the given reaction. (1) Given the reactants [Cl:1][C:2]1[CH:3]=[N:4][C:5]([N:8]2[CH2:13][CH2:12][CH:11]([O:14][C:15]3[S:16][C:17]4[CH:23]=[C:22]([CH:24]5[CH2:29][CH2:28][N:27](C(OC(C)(C)C)=O)[CH2:26][CH2:25]5)[CH:21]=[CH:20][C:18]=4[N:19]=3)[CH2:10][CH2:9]2)=[N:6][CH:7]=1.C(O)(C(F)(F)F)=O, predict the reaction product. The product is: [Cl:1][C:2]1[CH:7]=[N:6][C:5]([N:8]2[CH2:13][CH2:12][CH:11]([O:14][C:15]3[S:16][C:17]4[CH:23]=[C:22]([CH:24]5[CH2:29][CH2:28][NH:27][CH2:26][CH2:25]5)[CH:21]=[CH:20][C:18]=4[N:19]=3)[CH2:10][CH2:9]2)=[N:4][CH:3]=1. (2) Given the reactants [OH:1][C:2]1[CH:3]=[C:4]([CH:9]=[C:10]([O:12][CH3:13])[CH:11]=1)[C:5]([O:7][CH3:8])=[O:6].[CH2:14](Br)[C:15]1[CH:20]=[CH:19][CH:18]=[CH:17][CH:16]=1.C(=O)([O-])[O-].[K+].[K+].[I-].[Na+].[OH-].[Na+], predict the reaction product. The product is: [CH2:14]([O:1][C:2]1[CH:3]=[C:4]([CH:9]=[C:10]([O:12][CH3:13])[CH:11]=1)[C:5]([O:7][CH3:8])=[O:6])[C:15]1[CH:20]=[CH:19][CH:18]=[CH:17][CH:16]=1. (3) Given the reactants FC1C=C(C2N=C(SC)N=C(N3CCOC[C@@H]3C)C=2)C=NC=1.Cl[C:24]1[CH:29]=[CH:28][N:27]=[C:26]([N:30]2[CH2:35][CH2:34][O:33][CH2:32][C@@H:31]2[CH3:36])[N:25]=1.[CH2:37]([NH:39][C:40](=[O:57])[NH:41][C:42]1[CH:47]=[CH:46][C:45](B2OC(C)(C)C(C)(C)O2)=[CH:44][CH:43]=1)[CH3:38], predict the reaction product. The product is: [CH2:37]([NH:39][C:40]([NH:41][C:42]1[CH:47]=[CH:46][C:45]([C:24]2[CH:29]=[CH:28][N:27]=[C:26]([N:30]3[CH2:35][CH2:34][O:33][CH2:32][C@@H:31]3[CH3:36])[N:25]=2)=[CH:44][CH:43]=1)=[O:57])[CH3:38]. (4) Given the reactants [Br:1][C:2]1[N:3]=[C:4]([CH:12]2[CH2:17][CH2:16][N:15](C(OCC3C=CC=CC=3)=O)[CH2:14][CH2:13]2)[N:5]2[CH:10]=[CH:9][N:8]=[C:7]([CH3:11])[C:6]=12.Cl, predict the reaction product. The product is: [Br:1][C:2]1[N:3]=[C:4]([CH:12]2[CH2:17][CH2:16][NH:15][CH2:14][CH2:13]2)[N:5]2[CH:10]=[CH:9][N:8]=[C:7]([CH3:11])[C:6]=12. (5) The product is: [CH2:1]([O:8][C:13](=[O:14])[CH2:12][CH2:11][OH:15])[C:2]1[CH:7]=[CH:6][CH:5]=[CH:4][CH:3]=1. Given the reactants [CH2:1]([OH:8])[C:2]1[CH:7]=[CH:6][CH:5]=[CH:4][CH:3]=1.[H-].[Na+].[C:11]1(=[O:15])[O:14][CH2:13][CH2:12]1, predict the reaction product. (6) Given the reactants [CH3:1][C:2]1[CH:3]=[CH:4][C:5]([C:8]2[CH:9]=[C:10]([CH:15]=[C:16](B3OC(C)(C)C(C)(C)O3)[CH:17]=2)[C:11]([O:13][CH3:14])=[O:12])=[N:6][CH:7]=1.Br[C:28]1[CH:29]=[N:30][C:31]([CH3:34])=[N:32][CH:33]=1.[Na+].[Na+].[Na+].P(C1C=C(S([O-])(=O)=O)C=CC=1)(C1C=C(S([O-])(=O)=O)C=CC=1)C1C=C(S([O-])(=O)=O)C=CC=1.C(NC(C)C)(C)C, predict the reaction product. The product is: [CH3:1][C:2]1[CH:3]=[CH:4][C:5]([C:8]2[CH:9]=[C:10]([CH:15]=[C:16]([C:28]3[CH:29]=[N:30][C:31]([CH3:34])=[N:32][CH:33]=3)[CH:17]=2)[C:11]([O:13][CH3:14])=[O:12])=[N:6][CH:7]=1. (7) Given the reactants C[O:2][C:3]([C@@H:5]1[CH2:13][C:12]2[C:7](=[CH:8][CH:9]=[CH:10][CH:11]=2)[N:6]1[C:14](=[O:34])[C:15]1[CH:20]=[C:19]([O:21][CH3:22])[C:18]([O:23][CH2:24][C:25]2[CH:30]=[CH:29][CH:28]=[CH:27][CH:26]=2)=[CH:17][C:16]=1[N+:31]([O-:33])=[O:32])=O.CC(C[Al]CC(C)C)C, predict the reaction product. The product is: [CH3:22][O:21][C:19]1[C:18]([O:23][CH2:24][C:25]2[CH:30]=[CH:29][CH:28]=[CH:27][CH:26]=2)=[CH:17][C:16]([N+:31]([O-:33])=[O:32])=[C:15]([CH:20]=1)[C:14]([N:6]1[C:7]2[C:12](=[CH:11][CH:10]=[CH:9][CH:8]=2)[CH2:13][C@H:5]1[CH:3]=[O:2])=[O:34].